Dataset: Full USPTO retrosynthesis dataset with 1.9M reactions from patents (1976-2016). Task: Predict the reactants needed to synthesize the given product. (1) Given the product [CH2:1]([O:8][C:9]([NH:11][C@H:12]1[CH2:17][CH2:16][CH2:15][N:14]([C:33]([O:35][C:36]([CH3:39])([CH3:38])[CH3:37])=[O:34])[C@H:13]1[C:18]1[CH:23]=[CH:22][CH:21]=[CH:20][CH:19]=1)=[O:10])[C:2]1[CH:3]=[CH:4][CH:5]=[CH:6][CH:7]=1, predict the reactants needed to synthesize it. The reactants are: [CH2:1]([O:8][C:9]([NH:11][C@H:12]1[CH2:17][CH2:16][CH2:15][NH:14][C@H:13]1[C:18]1[CH:23]=[CH:22][CH:21]=[CH:20][CH:19]=1)=[O:10])[C:2]1[CH:7]=[CH:6][CH:5]=[CH:4][CH:3]=1.C(N(C(C)C)CC)(C)C.[C:33](O[C:33]([O:35][C:36]([CH3:39])([CH3:38])[CH3:37])=[O:34])([O:35][C:36]([CH3:39])([CH3:38])[CH3:37])=[O:34]. (2) Given the product [C:1]([O:5][C:6](=[O:43])[N:7]([C@H:9]([C:11](=[O:42])[NH:12][C@@H:13]1[C:19](=[O:20])[N:18]([CH2:21][C:22]2[C:31]3[C:26](=[CH:27][C:28]([C:32]4[N:35]=[CH:44][O:34][N:33]=4)=[CH:29][CH:30]=3)[CH:25]=[CH:24][C:23]=2[O:36][CH3:37])[C:17]2[CH:38]=[CH:39][CH:40]=[CH:41][C:16]=2[CH2:15][CH2:14]1)[CH3:10])[CH3:8])([CH3:2])([CH3:3])[CH3:4], predict the reactants needed to synthesize it. The reactants are: [C:1]([O:5][C:6](=[O:43])[N:7]([C@H:9]([C:11](=[O:42])[NH:12][C@@H:13]1[C:19](=[O:20])[N:18]([CH2:21][C:22]2[C:31]3[C:26](=[CH:27][C:28]([C:32](=[NH:35])[NH:33][OH:34])=[CH:29][CH:30]=3)[CH:25]=[CH:24][C:23]=2[O:36][CH3:37])[C:17]2[CH:38]=[CH:39][CH:40]=[CH:41][C:16]=2[CH2:15][CH2:14]1)[CH3:10])[CH3:8])([CH3:4])([CH3:3])[CH3:2].[CH:44](OCC)(OCC)OCC.CC(O)=O. (3) Given the product [CH2:1]([O:3][C:4]([C:6]1[N:7]([CH2:20][CH3:21])[C:8]2[C:13]([CH:14]=1)=[CH:12][C:11]([N+:15]([O-:17])=[O:16])=[CH:10][CH:9]=2)=[O:5])[CH3:2], predict the reactants needed to synthesize it. The reactants are: [CH2:1]([O:3][C:4]([C:6]1[NH:7][C:8]2[C:13]([CH:14]=1)=[CH:12][C:11]([N+:15]([O-:17])=[O:16])=[CH:10][CH:9]=2)=[O:5])[CH3:2].[H-].[Na+].[CH2:20](I)[CH3:21].C(O)C. (4) Given the product [O:12]=[C:6]1[CH:7]=[CH:8][C:9]2[CH:10]=[CH:11][C:2](=[O:1])[N:3]3[CH:14]([CH2:15][N:16]4[CH2:17][CH2:18][CH:19]([NH:22][C:23](=[O:29])[O:24][C:25]([CH3:27])([CH3:26])[CH3:28])[CH2:20][CH2:21]4)[CH2:13][N:5]1[C:4]=23, predict the reactants needed to synthesize it. The reactants are: [O:1]=[C:2]1[CH:11]=[CH:10][C:9]2[CH2:8][CH2:7][C:6](=[O:12])[N:5]3[CH2:13][CH:14]([CH2:15][N:16]4[CH2:21][CH2:20][CH:19]([NH:22][C:23](=[O:29])[O:24][C:25]([CH3:28])([CH3:27])[CH3:26])[CH2:18][CH2:17]4)[N:3]1[C:4]=23.C(C1C(=O)C(Cl)=C(Cl)C(=O)C=1C#N)#N.C(=O)([O-])[O-].[K+].[K+]. (5) Given the product [CH2:1]([N:15]([C:16]1[CH:21]=[CH:20][C:19]([O:22][CH3:23])=[CH:18][CH:17]=1)[S:12]([C:9]1[CH:8]=[CH:7][C:6]([O:5][CH3:4])=[CH:11][CH:10]=1)(=[O:14])=[O:13])[CH3:2], predict the reactants needed to synthesize it. The reactants are: [CH2:1](I)[CH3:2].[CH3:4][O:5][C:6]1[CH:11]=[CH:10][C:9]([S:12]([NH:15][C:16]2[CH:21]=[CH:20][C:19]([O:22][CH3:23])=[CH:18][CH:17]=2)(=[O:14])=[O:13])=[CH:8][CH:7]=1. (6) The reactants are: C(N(CC)CC)C.[C:8]([C:10]1[CH:15]=[CH:14][CH:13]=[C:12]([CH3:16])[N:11]=1)#[CH:9].[C:17]([N:24]1[CH2:29][CH2:28][CH:27]([CH:30]=[O:31])[CH2:26][CH2:25]1)([O:19][C:20]([CH3:23])([CH3:22])[CH3:21])=[O:18]. Given the product [OH:31][CH:30]([CH:27]1[CH2:28][CH2:29][N:24]([C:17]([O:19][C:20]([CH3:23])([CH3:22])[CH3:21])=[O:18])[CH2:25][CH2:26]1)[C:9]#[C:8][C:10]1[CH:15]=[CH:14][CH:13]=[C:12]([CH3:16])[N:11]=1, predict the reactants needed to synthesize it. (7) Given the product [Cl:31][C:32]1[CH:37]=[CH:36][N:35]=[C:34]([C:38]([CH:40]2[CH2:42][CH2:41]2)=[CH:2][O:3][CH3:4])[C:33]=1[O:43][CH3:44], predict the reactants needed to synthesize it. The reactants are: [Cl-].[CH3:2][O:3][CH2:4][P+](C1C=CC=CC=1)(C1C=CC=CC=1)C1C=CC=CC=1.C1([Li])C=CC=CC=1.[Cl:31][C:32]1[CH:37]=[CH:36][N:35]=[C:34]([C:38]([CH:40]2[CH2:42][CH2:41]2)=O)[C:33]=1[O:43][CH:44](F)F.